From a dataset of Tox21: 12 toxicity assays (nuclear receptors and stress response pathways). Binary classification across 12 toxicity assays. (1) The drug is CCCCCCCC/C=C\CCCCCCCC(N)=O. It tested positive (active) for: SR-MMP (Mitochondrial Membrane Potential disruption). (2) The compound is COP(=S)(OC)Oc1ccc([N+](=O)[O-])cc1. It tested positive (active) for: NR-AhR (Aryl hydrocarbon Receptor agonist activity), and NR-ER (Estrogen Receptor agonist activity). (3) The drug is c1ccc(SSc2ccccc2)cc1. It tested positive (active) for: SR-HSE (Heat Shock Element response). (4) The drug is Cc1ccc(O)c(N)c1. It tested positive (active) for: NR-AhR (Aryl hydrocarbon Receptor agonist activity), NR-PPAR-gamma (PPAR-gamma nuclear receptor agonist), SR-ARE (Antioxidant Response Element (oxidative stress)), and SR-ATAD5 (ATAD5 genotoxicity (DNA damage)). (5) The drug is CCCCCCCCOc1ccc(C(=O)O)cc1. It tested positive (active) for: SR-MMP (Mitochondrial Membrane Potential disruption).